This data is from Reaction yield outcomes from USPTO patents with 853,638 reactions. The task is: Predict the reaction yield, written as a fraction of the theoretical maximum amount of product (1.0 means a 100% yield; for example, 0.34 means a 34% yield). (1) The reactants are Cl.[F:2][C:3]1[CH:8]=[CH:7][CH:6]=[C:5]([F:9])[C:4]=1[C:10]1[N:15]=[C:14]([C:16]([NH:18][C:19]2[CH:20]=[N:21][CH:22]=[CH:23][C:24]=2[C@H:25]2[CH2:30][C@@H:29]([NH:31]C(=O)OC(C)(C)C)[C@@H:28]([S:39][CH3:40])[C@@H:27]([CH3:41])[CH2:26]2)=[O:17])[CH:13]=[CH:12][C:11]=1[F:42]. The catalyst is O1CCOCC1. The product is [NH2:31][C@H:29]1[C@@H:28]([S:39][CH3:40])[C@@H:27]([CH3:41])[CH2:26][C@@H:25]([C:24]2[CH:23]=[CH:22][N:21]=[CH:20][C:19]=2[NH:18][C:16](=[O:17])[C:14]2[CH:13]=[CH:12][C:11]([F:42])=[C:10]([C:4]3[C:3]([F:2])=[CH:8][CH:7]=[CH:6][C:5]=3[F:9])[N:15]=2)[CH2:30]1. The yield is 0.940. (2) The reactants are [Si:1]([O:18][CH2:19][C:20](=[CH2:23])[CH2:21]O)([C:14]([CH3:17])([CH3:16])[CH3:15])([C:8]1[CH:13]=[CH:12][CH:11]=[CH:10][CH:9]=1)[C:2]1[CH:7]=[CH:6][CH:5]=[CH:4][CH:3]=1.[Br-:24].[Br-].C1(P(C2C=CC=CC=2)C2C=CC=CC=2)C=CC=CC=1. The catalyst is C(Cl)Cl. The product is [Br:24][CH2:21][C:20](=[CH2:23])[CH2:19][O:18][Si:1]([C:14]([CH3:17])([CH3:16])[CH3:15])([C:8]1[CH:13]=[CH:12][CH:11]=[CH:10][CH:9]=1)[C:2]1[CH:7]=[CH:6][CH:5]=[CH:4][CH:3]=1. The yield is 0.920. (3) The reactants are C(O[C:6]([C:8]1[N:9]=[C:10]([C:28]#[N:29])[C:11]2[C:16]([C:17]=1[OH:18])=[CH:15][CH:14]=[C:13]([S:19]([CH:22]1[CH2:27][CH2:26][CH2:25][CH2:24][CH2:23]1)(=[O:21])=[O:20])[CH:12]=2)=[O:7])CCC.[NH2:30][CH2:31][C:32]1([C:36]([OH:38])=[O:37])[CH2:35][CH2:34][CH2:33]1.C[O-].[Na+].[OH-].[Na+].Cl. The catalyst is C(O)C.O. The product is [C:28]([C:10]1[C:11]2[C:16](=[CH:15][CH:14]=[C:13]([S:19]([CH:22]3[CH2:27][CH2:26][CH2:25][CH2:24][CH2:23]3)(=[O:20])=[O:21])[CH:12]=2)[C:17]([OH:18])=[C:8]([C:6]([NH:30][CH2:31][C:32]2([C:36]([OH:38])=[O:37])[CH2:35][CH2:34][CH2:33]2)=[O:7])[N:9]=1)#[N:29]. The yield is 0.190.